This data is from Forward reaction prediction with 1.9M reactions from USPTO patents (1976-2016). The task is: Predict the product of the given reaction. (1) Given the reactants [C:1]([O:5][CH2:6][CH3:7])(=[O:4])[CH:2]=O.[NH:8]1[C:12]2[CH:13]=[CH:14][CH:15]=[CH:16][C:11]=2[N:10]=[N:9]1.[CH2:17]([NH:24][CH2:25][C:26]1[CH:31]=[CH:30][CH:29]=[CH:28][CH:27]=1)[C:18]1[CH:23]=[CH:22][CH:21]=[CH:20][CH:19]=1.[O-]S([O-])(=O)=O.[Mg+2], predict the reaction product. The product is: [CH2:6]([O:5][C:1](=[O:4])[CH:2]([N:8]1[C:12]2[CH:13]=[CH:14][CH:15]=[CH:16][C:11]=2[N:10]=[N:9]1)[N:24]([CH2:17][C:18]1[CH:23]=[CH:22][CH:21]=[CH:20][CH:19]=1)[CH2:25][C:26]1[CH:31]=[CH:30][CH:29]=[CH:28][CH:27]=1)[CH3:7]. (2) Given the reactants CO[C:3](=[O:19])[CH2:4][C:5]1[CH:10]=[CH:9][C:8]([O:11][CH2:12][C:13]2[CH:18]=[CH:17][CH:16]=[CH:15][CH:14]=2)=[CH:7][CH:6]=1.C[Si](C)(C)[C:22]([F:25])([F:24])[F:23].[F-].[Cs+].Cl, predict the reaction product. The product is: [CH2:12]([O:11][C:8]1[CH:7]=[CH:6][C:5]([CH2:4][C:3](=[O:19])[C:22]([F:25])([F:24])[F:23])=[CH:10][CH:9]=1)[C:13]1[CH:14]=[CH:15][CH:16]=[CH:17][CH:18]=1. (3) Given the reactants I[C:2]1[S:3][C:4]2[NH:5][C:6](=[O:15])[C:7]3[CH:8]=[CH:9][CH:10]=[CH:11][C:12]=3[C:13]=2[N:14]=1.[CH2:16](C([SnH3])=C(CCCC)CCCC)[CH2:17]CC, predict the reaction product. The product is: [CH:16]([C:2]1[S:3][C:4]2[NH:5][C:6](=[O:15])[C:7]3[CH:8]=[CH:9][CH:10]=[CH:11][C:12]=3[C:13]=2[N:14]=1)=[CH2:17]. (4) Given the reactants C(O[C:4]([C:6]1[CH:11]=[C:10]([C:12]#[N:13])[CH:9]=[C:8]([CH3:14])[N:7]=1)=[O:5])C.[F:15][C:16]([F:25])([F:24])[C:17]1[CH:18]=[C:19]([CH:21]=[CH:22][CH:23]=1)[NH2:20], predict the reaction product. The product is: [F:15][C:16]([F:24])([F:25])[C:17]1[CH:18]=[C:19]([NH:20][C:4]([C:6]2[CH:11]=[C:10]([C:12]#[N:13])[CH:9]=[C:8]([CH3:14])[N:7]=2)=[O:5])[CH:21]=[CH:22][CH:23]=1. (5) Given the reactants [Br:1][C:2]1[CH:7]=[CH:6][C:5]([N:8]2[C:12](=[O:13])[NH:11][N:10]=[CH:9]2)=[C:4]([F:14])[CH:3]=1.[H-].[Na+].Br[CH2:18][CH2:19][N:20]([CH:28]([CH3:30])[CH3:29])[C:21](=[O:27])[O:22][C:23]([CH3:26])([CH3:25])[CH3:24], predict the reaction product. The product is: [Br:1][C:2]1[CH:7]=[CH:6][C:5]([N:8]2[C:12](=[O:13])[N:11]([CH2:18][CH2:19][N:20]([CH:28]([CH3:29])[CH3:30])[C:21](=[O:27])[O:22][C:23]([CH3:25])([CH3:24])[CH3:26])[N:10]=[CH:9]2)=[C:4]([F:14])[CH:3]=1. (6) Given the reactants [CH3:1][O:2][C:3]([C@H:5]1[CH2:10][CH2:9][C@H:8]([NH:11][S:12]([C:15]2[CH:16]=[C:17]([CH:27]=[CH:28][CH:29]=2)[C:18]([O:20]CC[Si](C)(C)C)=[O:19])(=[O:14])=[O:13])[CH2:7][CH2:6]1)=[O:4].[CH2:30](I)[CH3:31].C(=O)([O-])[O-].[K+].[K+].[F-].C([N+](CCCC)(CCCC)CCCC)CCC.Cl, predict the reaction product. The product is: [CH2:30]([N:11]([C@H:8]1[CH2:9][CH2:10][C@H:5]([C:3]([O:2][CH3:1])=[O:4])[CH2:6][CH2:7]1)[S:12]([C:15]1[CH:16]=[C:17]([CH:27]=[CH:28][CH:29]=1)[C:18]([OH:20])=[O:19])(=[O:13])=[O:14])[CH3:31]. (7) Given the reactants Br[C:2]1[CH:3]=[C:4]([C:9]([OH:11])=O)[CH:5]=[N:6][C:7]=1Cl.[N:12]1[CH:17]=[CH:16][C:15]([CH2:18][OH:19])=[CH:14][CH:13]=1.[Cl:20][C:21]1[CH:26]=[CH:25][C:24](B(O)O)=[CH:23][CH:22]=1.[NH2:30][CH2:31][C@@:32]([CH3:37])([CH:34]1[CH2:36][CH2:35]1)[OH:33], predict the reaction product. The product is: [Cl:20][C:21]1[CH:26]=[CH:25][C:24]([C:2]2[C:7]([O:19][CH2:18][C:15]3[CH:16]=[CH:17][N:12]=[CH:13][CH:14]=3)=[N:6][CH:5]=[C:4]([CH:3]=2)[C:9]([NH:30][CH2:31][C@@:32]([CH:34]2[CH2:36][CH2:35]2)([OH:33])[CH3:37])=[O:11])=[CH:23][CH:22]=1.